Predict the reaction yield, written as a fraction of the theoretical maximum amount of product (1.0 means a 100% yield; for example, 0.34 means a 34% yield). From a dataset of Reaction yield outcomes from USPTO patents with 853,638 reactions. (1) The reactants are [OH:1][C:2]1[CH:19]=[C:18]2[C:5]([C@@:6]3([CH3:25])[C@H:15]([CH2:16][S:17]2(=[O:21])=[O:20])[C@:14]2([CH3:22])[C@H:9]([C:10]([CH3:24])([CH3:23])[CH2:11][CH2:12][CH2:13]2)[CH2:8][CH2:7]3)=[C:4]([C:26]([OH:28])=O)[CH:3]=1.[CH3:29][N:30](C(ON1N=NC2C=CC=NC1=2)=[N+](C)C)C.F[P-](F)(F)(F)(F)F.CN1CCOCC1.CN. The catalyst is CN(C=O)C.C1COCC1. The product is [OH:1][C:2]1[CH:19]=[C:18]2[C:5]([C@@:6]3([CH3:25])[C@H:15]([CH2:16][S:17]2(=[O:21])=[O:20])[C@:14]2([CH3:22])[C@H:9]([C:10]([CH3:24])([CH3:23])[CH2:11][CH2:12][CH2:13]2)[CH2:8][CH2:7]3)=[C:4]([C:26]([NH:30][CH3:29])=[O:28])[CH:3]=1. The yield is 0.440. (2) The reactants are NC1C=C[C:5]([NH:8][C:9]2[S:10][CH:11]=[C:12]([C:14]3[S:18][C:17]([NH:19][C:20]([NH2:22])=[NH:21])=[N:16][C:15]=3[CH3:23])[N:13]=2)=CC=1.[CH3:24]N(C)C(N)=S. No catalyst specified. The product is [CH3:24][N:8]([CH3:5])[C:9]1[S:10][CH:11]=[C:12]([C:14]2[S:18][C:17]([NH:19][C:20]([NH2:22])=[NH:21])=[N:16][C:15]=2[CH3:23])[N:13]=1. The yield is 0.760.